From a dataset of Forward reaction prediction with 1.9M reactions from USPTO patents (1976-2016). Predict the product of the given reaction. Given the reactants [F:1][C:2]1[CH:31]=[C:30]([N+:32]([O-])=O)[CH:29]=[CH:28][C:3]=1[O:4][C:5]1[CH:6]=[C:7]2[C:11](=[CH:12][C:13]=1[NH:14][C:15](=[O:21])[O:16][C:17]([CH3:20])([CH3:19])[CH3:18])[N:10]([CH:22]1[CH2:27][CH2:26][CH2:25][CH2:24][O:23]1)[N:9]=[CH:8]2, predict the reaction product. The product is: [NH2:32][C:30]1[CH:29]=[CH:28][C:3]([O:4][C:5]2[CH:6]=[C:7]3[C:11](=[CH:12][C:13]=2[NH:14][C:15](=[O:21])[O:16][C:17]([CH3:18])([CH3:19])[CH3:20])[N:10]([CH:22]2[CH2:27][CH2:26][CH2:25][CH2:24][O:23]2)[N:9]=[CH:8]3)=[C:2]([F:1])[CH:31]=1.